Dataset: Forward reaction prediction with 1.9M reactions from USPTO patents (1976-2016). Task: Predict the product of the given reaction. (1) Given the reactants [Si:1]([O:8][C:9]1[CH:21]=[CH:20][CH:19]=[CH:18][C:10]=1[C:11]([N:13]([CH2:16][CH3:17])[CH2:14][CH3:15])=[O:12])([C:4]([CH3:7])([CH3:6])[CH3:5])([CH3:3])[CH3:2].[Li]C(C)(C)C.[Br:27]Br, predict the reaction product. The product is: [Br:27][C:18]1[CH:19]=[CH:20][CH:21]=[C:9]([O:8][Si:1]([C:4]([CH3:5])([CH3:6])[CH3:7])([CH3:3])[CH3:2])[C:10]=1[C:11]([N:13]([CH2:14][CH3:15])[CH2:16][CH3:17])=[O:12]. (2) Given the reactants [F:1][C:2]1([F:30])[O:6][C:5]2[CH:7]=[CH:8][C:9]([C:11]3([C:14]([NH:16][CH:17]4[C:26]5[C:21](=[CH:22][C:23]([OH:27])=[CH:24][CH:25]=5)[O:20][C:19]([CH3:29])([CH3:28])[CH2:18]4)=[O:15])[CH2:13][CH2:12]3)=[CH:10][C:4]=2[O:3]1.C(OP([C:39](Br)([F:41])[F:40])(=O)OCC)C.[OH-].[K+], predict the reaction product. The product is: [F:30][C:2]1([F:1])[O:6][C:5]2[CH:7]=[CH:8][C:9]([C:11]3([C:14]([NH:16][CH:17]4[C:26]5[C:21](=[CH:22][C:23]([O:27][CH:39]([F:41])[F:40])=[CH:24][CH:25]=5)[O:20][C:19]([CH3:28])([CH3:29])[CH2:18]4)=[O:15])[CH2:13][CH2:12]3)=[CH:10][C:4]=2[O:3]1.